This data is from Forward reaction prediction with 1.9M reactions from USPTO patents (1976-2016). The task is: Predict the product of the given reaction. (1) Given the reactants [Cl:1][C:2]1[CH:3]=[C:4]([NH:8][C:9]2[CH:14]=[C:13]([NH:15][C:16]3[CH:17]=[C:18]([CH:26]=[CH:27][CH:28]=3)[C:19]([O:21]C(C)(C)C)=[O:20])[N:12]3[N:29]=[CH:30][C:31]([CH:32]=[C:33]4[C:37](=[O:38])[NH:36][C:35](=[O:39])[NH:34]4)=[C:11]3[N:10]=2)[CH:5]=[CH:6][CH:7]=1, predict the reaction product. The product is: [Cl:1][C:2]1[CH:3]=[C:4]([NH:8][C:9]2[CH:14]=[C:13]([NH:15][C:16]3[CH:17]=[C:18]([CH:26]=[CH:27][CH:28]=3)[C:19]([OH:21])=[O:20])[N:12]3[N:29]=[CH:30][C:31]([CH:32]=[C:33]4[C:37](=[O:38])[NH:36][C:35](=[O:39])[NH:34]4)=[C:11]3[N:10]=2)[CH:5]=[CH:6][CH:7]=1. (2) Given the reactants [NH2:1][C:2]1[C:11]([C:12]([NH:14][C:15]2[CH:16]=[N:17][CH:18]=[C:19]([F:42])[C:20]=2[N:21]2[CH2:26][CH2:25][CH:24]([C:27]([N:29]3[CH2:34][CH2:33][N:32](C(OC(C)(C)C)=O)[CH2:31][CH2:30]3)=[O:28])[CH2:23][CH2:22]2)=[O:13])=[C:5]2[N:6]=[CH:7][C:8]([F:10])=[CH:9][N:4]2[N:3]=1.C(O)(C(F)(F)F)=O, predict the reaction product. The product is: [NH2:1][C:2]1[C:11]([C:12]([NH:14][C:15]2[CH:16]=[N:17][CH:18]=[C:19]([F:42])[C:20]=2[N:21]2[CH2:26][CH2:25][CH:24]([C:27]([N:29]3[CH2:30][CH2:31][NH:32][CH2:33][CH2:34]3)=[O:28])[CH2:23][CH2:22]2)=[O:13])=[C:5]2[N:6]=[CH:7][C:8]([F:10])=[CH:9][N:4]2[N:3]=1. (3) Given the reactants CS(C)=O.[O:5]1[CH2:10][CH2:9][C:8](C(OCC)=O)([C:11]([O:13]CC)=[O:12])[CH2:7][CH2:6]1.C([O-])([O-])=O.[K+].[K+].P(=O)([O-])OC(=[N+]=[N-])C(=O)C(C)C, predict the reaction product. The product is: [O:5]1[CH2:10][CH2:9][CH:8]([C:11]([OH:13])=[O:12])[CH2:7][CH2:6]1. (4) Given the reactants C[O:2][CH:3](OC)[CH2:4][N:5]1[C:13]2[C:8](=[CH:9][CH:10]=[CH:11][C:12]=2[C:14]([O:16][CH3:17])=[O:15])[CH:7]=[CH:6]1.Cl, predict the reaction product. The product is: [O:2]=[CH:3][CH2:4][N:5]1[C:13]2[C:8](=[CH:9][CH:10]=[CH:11][C:12]=2[C:14]([O:16][CH3:17])=[O:15])[CH:7]=[CH:6]1. (5) Given the reactants [CH2:1]([O:8][C:9]1[CH:10]=[CH:11][C:12]([C@@H:20]([O:41][Si:42]([C:45]([CH3:48])([CH3:47])[CH3:46])([CH3:44])[CH3:43])[CH2:21][N:22]([CH2:30][C:31]2[CH:40]=[CH:39][C:34]([C:35]([O:37]C)=[O:36])=[CH:33][CH:32]=2)[C:23]([O:25][C:26]([CH3:29])([CH3:28])[CH3:27])=[O:24])=[C:13]2[C:18]=1[NH:17][C:16](=[O:19])[CH:15]=[CH:14]2)[C:2]1[CH:7]=[CH:6][CH:5]=[CH:4][CH:3]=1.[OH-].[Na+], predict the reaction product. The product is: [CH2:1]([O:8][C:9]1[CH:10]=[CH:11][C:12]([C@@H:20]([O:41][Si:42]([C:45]([CH3:48])([CH3:47])[CH3:46])([CH3:44])[CH3:43])[CH2:21][N:22]([CH2:30][C:31]2[CH:40]=[CH:39][C:34]([C:35]([OH:37])=[O:36])=[CH:33][CH:32]=2)[C:23]([O:25][C:26]([CH3:29])([CH3:28])[CH3:27])=[O:24])=[C:13]2[C:18]=1[NH:17][C:16](=[O:19])[CH:15]=[CH:14]2)[C:2]1[CH:3]=[CH:4][CH:5]=[CH:6][CH:7]=1. (6) Given the reactants [CH3:1][C:2](=[CH2:30])[CH2:3][C@@:4]1([C:24]2[CH:29]=[CH:28][CH:27]=[CH:26][CH:25]=2)[O:9][C:8](=[O:10])[N:7]([C@H:11]2[CH2:16][CH2:15][CH2:14][N:13]([C:17]([O:19][C:20]([CH3:23])([CH3:22])[CH3:21])=[O:18])[CH2:12]2)[CH2:6][CH2:5]1.C1C=C(Cl)C=C(C(OO)=[O:39])C=1, predict the reaction product. The product is: [CH3:30][C:2]1([CH2:3][C@@:4]2([C:24]3[CH:25]=[CH:26][CH:27]=[CH:28][CH:29]=3)[O:9][C:8](=[O:10])[N:7]([C@H:11]3[CH2:16][CH2:15][CH2:14][N:13]([C:17]([O:19][C:20]([CH3:21])([CH3:22])[CH3:23])=[O:18])[CH2:12]3)[CH2:6][CH2:5]2)[CH2:1][O:39]1. (7) Given the reactants Br[C:2]1[N:7]=[C:6]([NH2:8])[C:5]([Cl:9])=[N:4][CH:3]=1.Br[C:11]1[CH:12]=[CH:13][C:14]([N:17]2[CH2:22][CH2:21][N:20]([C:23]([O:25][C:26]([CH3:29])([CH3:28])[CH3:27])=[O:24])[CH2:19][CH2:18]2)=[N:15][CH:16]=1.C([O-])([O-])=O.[Cs+].[Cs+], predict the reaction product. The product is: [NH2:8][C:6]1[N:7]=[C:2]([C:11]2[CH:12]=[CH:13][C:14]([N:17]3[CH2:22][CH2:21][N:20]([C:23]([O:25][C:26]([CH3:29])([CH3:28])[CH3:27])=[O:24])[CH2:19][CH2:18]3)=[N:15][CH:16]=2)[CH:3]=[N:4][C:5]=1[Cl:9]. (8) Given the reactants [CH2:1]=[CH:2][C:3]1[CH:8]=[CH:7][CH:6]=[CH:5][CH:4]=1.Cl[C:10]1[CH:15]=[CH:14][CH:13]=[CH:12][CH:11]=1.C(N(CCCC)CCCC)CCC, predict the reaction product. The product is: [C:3]1(/[CH:2]=[CH:1]/[C:10]2[CH:15]=[CH:14][CH:13]=[CH:12][CH:11]=2)[CH:8]=[CH:7][CH:6]=[CH:5][CH:4]=1. (9) Given the reactants [N+:1]([C:4]1[NH:8][N:7]=[C:6]([C:9]([N:11]2[C:20]3[C:15](=[CH:16][CH:17]=[CH:18][CH:19]=3)[CH2:14][CH2:13][CH2:12]2)=[O:10])[CH:5]=1)([O-])=O, predict the reaction product. The product is: [N:11]1([C:9]([C:6]2[CH:5]=[C:4]([NH2:1])[NH:8][N:7]=2)=[O:10])[C:20]2[C:15](=[CH:16][CH:17]=[CH:18][CH:19]=2)[CH2:14][CH2:13][CH2:12]1.